Dataset: Full USPTO retrosynthesis dataset with 1.9M reactions from patents (1976-2016). Task: Predict the reactants needed to synthesize the given product. (1) The reactants are: [CH3:1][C:2]1([CH3:37])[O:7][C:6]2[CH:8]=[CH:9][C:10]([C@@H:12]([OH:36])[CH2:13][NH:14][CH2:15][CH2:16][C:17]3[CH:35]=[CH:34][C:20]([O:21][CH2:22][CH2:23][O:24][CH2:25][C:26]4[CH:27]=[C:28]([CH:31]=[CH:32][CH:33]=4)[C:29]#[N:30])=[CH:19][CH:18]=3)=[CH:11][C:5]=2[CH2:4][O:3]1.[O:38]1CCCC1. Given the product [CH3:1][C:2]1([CH3:37])[O:7][C:6]2[CH:8]=[CH:9][C:10]([C@@H:12]([OH:36])[CH2:13][NH:14][CH2:15][CH2:16][C:17]3[CH:35]=[CH:34][C:20]([O:21][CH2:22][CH2:23][O:24][CH2:25][C:26]4[CH:27]=[C:28]([CH:31]=[CH:32][CH:33]=4)[C:29]([NH2:30])=[O:38])=[CH:19][CH:18]=3)=[CH:11][C:5]=2[CH2:4][O:3]1, predict the reactants needed to synthesize it. (2) Given the product [CH:22]1([NH:25][C:26]([NH:28][C:29]2[CH:34]=[CH:33][C:32]([C:2]3[N:3]=[C:4]([N:15]4[CH2:20][CH2:19][O:18][CH2:17][C@@H:16]4[CH3:21])[C:5]4[CH2:10][S:9](=[O:12])(=[O:11])[C:8]([F:14])([CH3:13])[C:6]=4[N:7]=3)=[CH:31][CH:30]=2)=[O:27])[CH2:24][CH2:23]1, predict the reactants needed to synthesize it. The reactants are: Cl[C:2]1[N:3]=[C:4]([N:15]2[CH2:20][CH2:19][O:18][CH2:17][C@@H:16]2[CH3:21])[C:5]2[CH2:10][S:9](=[O:12])(=[O:11])[C:8]([F:14])([CH3:13])[C:6]=2[N:7]=1.[CH:22]1([NH:25][C:26]([NH:28][C:29]2[CH:34]=[CH:33][C:32](B3OC(C)(C)C(C)(C)O3)=[CH:31][CH:30]=2)=[O:27])[CH2:24][CH2:23]1. (3) Given the product [C:13]1([C@@H:12]2[CH2:11][NH:10][CH2:9][C@H:8]2[NH:7][C:6](=[O:26])[O:5][C:1]([CH3:3])([CH3:2])[CH3:4])[CH:14]=[CH:15][CH:16]=[CH:17][CH:18]=1, predict the reactants needed to synthesize it. The reactants are: [C:1]([O:5][C:6](=[O:26])[NH:7][C@H:8]1[C@H:12]([C:13]2[CH:18]=[CH:17][CH:16]=[CH:15][CH:14]=2)[CH2:11][N:10](CC2C=CC=CC=2)[CH2:9]1)([CH3:4])([CH3:3])[CH3:2]. (4) The reactants are: [CH2:1]([O:3][P:4]([C:9]1[CH:17]=[CH:16][C:12]([C:13]([OH:15])=O)=[CH:11][CH:10]=1)([O:6][CH2:7][CH3:8])=[O:5])[CH3:2].CCN=C=NCCCN(C)C.C1C=CC2N(O)N=NC=2C=1.[NH2:39][C:40]1[CH:45]=[C:44]([C:46]2[S:47][CH:48]=[CH:49][CH:50]=2)[CH:43]=[CH:42][C:41]=1[NH:51]C(=O)OC(C)(C)C.C(O)(C(F)(F)F)=O. Given the product [NH2:51][C:41]1[CH:42]=[CH:43][C:44]([C:46]2[S:47][CH:48]=[CH:49][CH:50]=2)=[CH:45][C:40]=1[NH:39][C:13]([C:12]1[CH:11]=[CH:10][C:9]([P:4](=[O:5])([O:3][CH2:1][CH3:2])[O:6][CH2:7][CH3:8])=[CH:17][CH:16]=1)=[O:15], predict the reactants needed to synthesize it. (5) Given the product [F:1][C:2]1[CH:7]=[CH:6][CH:5]=[CH:4][C:3]=1[S:8][CH3:11], predict the reactants needed to synthesize it. The reactants are: [F:1][C:2]1[CH:7]=[CH:6][CH:5]=[CH:4][C:3]=1[SH:8].IC.[C:11](=O)([O-])[O-].[K+].[K+].C(O)(=O)CC(CC(O)=O)(C(O)=O)O. (6) The reactants are: Br[C:2]1[CH:3]=[C:4]2[C:9](=[C:10]([O:12]COCC[Si](C)(C)C)[CH:11]=1)[N:8]=[CH:7][N:6](COCC[Si](C)(C)C)[C:5]2=[O:29].[CH3:30][C:31]1[CH:40]=[CH:39][C:38]([CH3:41])=[C:37]2[C:32]=1[CH2:33][CH2:34][C:35](B(O)O)=[CH:36]2.C(=O)([O-])[O-].[K+].[K+]. Given the product [CH3:41][C:38]1[CH:39]=[CH:40][C:31]([CH3:30])=[C:32]2[C:37]=1[CH2:36][CH2:35][C:34]([C:2]1[CH:3]=[C:4]3[C:9](=[C:10]([OH:12])[CH:11]=1)[N:8]=[CH:7][NH:6][C:5]3=[O:29])=[CH:33]2, predict the reactants needed to synthesize it. (7) Given the product [CH:16]1[N:15]=[CH:14][N:10]2[CH2:11][CH2:12][CH2:13][C:8]3([C:5]4[CH:6]=[CH:7][C:2]([C:20]#[N:21])=[CH:3][C:4]=4[CH2:18][O:17]3)[C:9]=12, predict the reactants needed to synthesize it. The reactants are: Br[C:2]1[CH:7]=[CH:6][C:5]2[C:8]3([O:17][CH2:18][C:4]=2[CH:3]=1)[CH2:13][CH2:12][CH2:11][N:10]1[CH:14]=[N:15][CH:16]=[C:9]31.[Cu][C:20]#[N:21].N.C(OCC)(=O)C.